Task: Predict which catalyst facilitates the given reaction.. Dataset: Catalyst prediction with 721,799 reactions and 888 catalyst types from USPTO (1) Reactant: FC(F)(F)C(O)=O.C(OC(=O)[NH:14][CH2:15][C:16]1([C:23]2[CH:28]=[CH:27][CH:26]=[C:25]([Cl:29])[CH:24]=2)[CH2:21][CH2:20][CH:19]([NH2:22])[CH2:18][CH2:17]1)(C)(C)C. Product: [ClH:29].[NH2:14][CH2:15][C:16]1([C:23]2[CH:28]=[CH:27][CH:26]=[C:25]([Cl:29])[CH:24]=2)[CH2:17][CH2:18][CH:19]([NH2:22])[CH2:20][CH2:21]1. The catalyst class is: 4. (2) Reactant: [CH3:1][C:2]1[CH:3]=[C:4]([C:11](=O)[CH2:12][C:13]([O:15]CC)=O)[CH:5]=[CH:6][C:7]=1[N+:8]([O-:10])=[O:9].O.[NH2:20][NH2:21].C1(C)C=CC(S(O)(=O)=O)=CC=1. Product: [CH3:1][C:2]1[CH:3]=[C:4]([C:11]2[CH2:12][C:13](=[O:15])[NH:20][N:21]=2)[CH:5]=[CH:6][C:7]=1[N+:8]([O-:10])=[O:9]. The catalyst class is: 8. (3) Reactant: C1C=C(Cl)C=C(C(OO)=[O:9])C=1.[CH:12]([C:15]1[CH:20]=[CH:19][CH:18]=[CH:17][N:16]=1)([CH3:14])[CH3:13]. Product: [CH:12]([C:15]1[CH:20]=[CH:19][CH:18]=[CH:17][N+:16]=1[O-:9])([CH3:14])[CH3:13]. The catalyst class is: 2.